This data is from Peptide-MHC class I binding affinity with 185,985 pairs from IEDB/IMGT. The task is: Regression. Given a peptide amino acid sequence and an MHC pseudo amino acid sequence, predict their binding affinity value. This is MHC class I binding data. (1) The peptide sequence is AQFLYLYAL. The MHC is HLA-A02:06 with pseudo-sequence HLA-A02:06. The binding affinity (normalized) is 1.00. (2) The peptide sequence is IQRANMHTM. The MHC is H-2-Db with pseudo-sequence H-2-Db. The binding affinity (normalized) is 0.353. (3) The peptide sequence is IFRRDQIWF. The MHC is HLA-A26:02 with pseudo-sequence HLA-A26:02. The binding affinity (normalized) is 0.336.